Dataset: Human Reference Interactome with 51,813 positive PPI pairs across 8,248 proteins, plus equal number of experimentally-validated negative pairs. Task: Binary Classification. Given two protein amino acid sequences, predict whether they physically interact or not. (1) Protein 1 (ENSG00000160801) has sequence MGTARIAPGLALLLCCPVLSSAYALVDADDVMTKEEQIFLLHRAQAQCEKRLKEVLQRPASIMESDKGWTSASTSGKPRKDKASGKLYPESEEDKEAPTGSRYRGRPCLPEWDHILCWPLGAPGEVVAVPCPDYIYDFNHKGHAYRRCDRNGSWELVPGHNRTWANYSECVKFLTNETREREVFDRLGMIYTVGYSVSLASLTVAVLILAYFRRLHCTRNYIHMHLFLSFMLRAVSIFVKDAVLYSGATLDEAERLTEEELRAIAQAPPPPATAAAGYAGCRVAVTFFLYFLATNYYWIL.... Protein 2 (ENSG00000132703) has sequence MNKPLLWISVLTSLLEAFAHTDLSGKVFVFPRESVTDHVNLITPLEKPLQNFTLCFRAYSDLSRAYSLFSYNTQGRDNELLVYKERVGEYSLYIGRHKVTSKVIEKFPAPVHICVSWESSSGIAEFWINGTPLVKKGLRQGYFVEAQPKIVLGQEQDSYGGKFDRSQSFVGEIGDLYMWDSVLPPENILSAYQGTPLPANILDWQALNYEIRGYVIIKPLVWV*. Result: 0 (the proteins do not interact). (2) Protein 1 (ENSG00000165782) has sequence MAADGERSPLLSEPIDGGAGGNGLVGPGGSGAGPGGGLTPSAPPYGAAFPPFPEGHPAVLPGEDPPPYSPLTSPDSGSAPMITCRVCQSLINVEGKMHQHVVKCGVCNEATPIKNAPPGKKYVRCPCNCLLICKVTSQRIACPRPYCKRIINLGPVHPGPLSPEPQPMGVRVICGHCKNTFLWTEFTDRTLARCPHCRKVSSIGRRYPRKRCICCFLLGLLLAVTATGLAFGTWKHARRYGGIYAAWAFVILLAVLCLGRALYWACMKVSHPVQNFS*MAADGERSPLLSEPIDGGAGGN.... Protein 2 (ENSG00000131773) has sequence MEEKYLPELMAEKDSLDPSFTHALRLVNQEIEKFQKGEGKDEEKYIDVVINKNMKLGQKVLIPVKQFPKFNFVGKLLGPRGNSLKRLQEETLTKMSILGKGSMRDKAKEEELRKSGEAKYFHLNDDLHVLIEVFAPPAEAYARMGHALEEIKKFLIPDYNDEIRQAQLQELTYLNGGSENADVPVVRGKPTLRTRGVPAPAITRGRGGVTARPVGVVVPRGTPTPRGVLSTRGPVSRGRGLLTPRARGVPPTGYRPPPPPPTQETYGEYDYDDGYGTAYDEQSYDSYDNSYSTPAQSGAD.... Result: 0 (the proteins do not interact).